Dataset: Oral bioavailability binary classification data from Ma et al.. Task: Regression/Classification. Given a drug SMILES string, predict its absorption, distribution, metabolism, or excretion properties. Task type varies by dataset: regression for continuous measurements (e.g., permeability, clearance, half-life) or binary classification for categorical outcomes (e.g., BBB penetration, CYP inhibition). Dataset: bioavailability_ma. (1) The molecule is C=CCOc1ccccc1OCC(O)CNC(C)C. The result is 1 (high bioavailability). (2) The result is 1 (high bioavailability). The compound is CN(CCOc1ccc(NS(C)(=O)=O)cc1)CCc1ccc(NS(C)(=O)=O)cc1. (3) The compound is CCN(CC)CCNC(=O)c1ccc(N)cc1. The result is 1 (high bioavailability). (4) The drug is O=C(O[C@@H]1C[C@@H]2C[C@H]3C[C@H](C1)N2CC3=O)c1c[nH]c2ccccc12. The result is 1 (high bioavailability). (5) The molecule is O=C1Cc2cc(CCN3CCN(c4nsc5ccccc45)CC3)c(Cl)cc2N1. The result is 1 (high bioavailability). (6) The compound is CC(C)(C)NC(=O)[C@@H]1CN(Cc2cccnc2)CCN1C[C@@H](O)C[C@@H](Cc1ccccc1)C(=O)N[C@H]1c2ccccc2C[C@H]1O. The result is 0 (low bioavailability). (7) The molecule is O=C(O)c1cc(/N=N/c2ccc(S(=O)(=O)Nc3ccccn3)cc2)ccc1O. The result is 1 (high bioavailability).